Dataset: Full USPTO retrosynthesis dataset with 1.9M reactions from patents (1976-2016). Task: Predict the reactants needed to synthesize the given product. (1) Given the product [F:15][C:16]([F:25])([F:26])[C:17]1[CH:24]=[CH:23][CH:22]=[CH:21][C:18]=1[CH2:19][NH:1][C@H:2]1[CH2:7][CH2:6][CH2:5][N:4]([C:8]([O:10][C:11]([CH3:14])([CH3:13])[CH3:12])=[O:9])[CH2:3]1, predict the reactants needed to synthesize it. The reactants are: [NH2:1][C@H:2]1[CH2:7][CH2:6][CH2:5][N:4]([C:8]([O:10][C:11]([CH3:14])([CH3:13])[CH3:12])=[O:9])[CH2:3]1.[F:15][C:16]([F:26])([F:25])[C:17]1[CH:24]=[CH:23][CH:22]=[CH:21][C:18]=1[CH:19]=O. (2) The reactants are: [F:1][CH:2]([F:35])[CH2:3][C:4]([N:18]1[C:26]2[C:21](=[C:22]([NH:27]C(=O)OC(C)(C)C)[CH:23]=[CH:24][CH:25]=2)[CH:20]=[N:19]1)([C:8]1[CH:13]=[CH:12][C:11]([C:14]([F:17])([F:16])[F:15])=[CH:10][CH:9]=1)[CH:5]([OH:7])[CH3:6].Cl.CO. Given the product [NH2:27][C:22]1[CH:23]=[CH:24][CH:25]=[C:26]2[C:21]=1[CH:20]=[N:19][N:18]2[C:4]([C:8]1[CH:9]=[CH:10][C:11]([C:14]([F:16])([F:17])[F:15])=[CH:12][CH:13]=1)([CH2:3][CH:2]([F:1])[F:35])[CH:5]([OH:7])[CH3:6], predict the reactants needed to synthesize it.